Dataset: Reaction yield outcomes from USPTO patents with 853,638 reactions. Task: Predict the reaction yield, written as a fraction of the theoretical maximum amount of product (1.0 means a 100% yield; for example, 0.34 means a 34% yield). (1) The reactants are C[O:2][C:3]([C:5]1[CH:10]=[CH:9][C:8]([C:11]2[CH:16]=[CH:15][C:14]([Cl:17])=[CH:13][CH:12]=2)=[CH:7][C:6]=1[O:18][CH3:19])=[O:4].O.[Li+].[OH-]. The catalyst is C1COCC1. The product is [Cl:17][C:14]1[CH:13]=[CH:12][C:11]([C:8]2[CH:9]=[CH:10][C:5]([C:3]([OH:4])=[O:2])=[C:6]([O:18][CH3:19])[CH:7]=2)=[CH:16][CH:15]=1. The yield is 0.910. (2) The reactants are [CH3:1][CH2:2][CH2:3][CH2:4][NH:5][C:6]1[CH:7]=[C:8]([C:23]([OH:25])=[O:24])[CH:9]=[C:10]([S:19]([NH2:22])(=[O:21])=[O:20])[C:11]=1[O:12][C:13]1[CH:14]=[CH:15][CH:16]=[CH:17][CH:18]=1.[C:26]([O:32][CH2:33]Cl)(=[O:31])[C:27]([CH3:30])([CH3:29])[CH3:28].C(N(CC)CC)C.[I-].[Na+]. The catalyst is CN(C)C=O. The product is [NH2:22][S:19]([C:10]1[CH:9]=[C:8]([CH:7]=[C:6]([NH:5][CH2:4][CH2:3][CH2:2][CH3:1])[C:11]=1[O:12][C:13]1[CH:18]=[CH:17][CH:16]=[CH:15][CH:14]=1)[C:23]([O:25][CH2:33][O:32][C:26]([C:27]([CH3:30])([CH3:29])[CH3:28])=[O:31])=[O:24])(=[O:21])=[O:20]. The yield is 0.600. (3) The reactants are [CH3:1][O:2][C:3]1[CH:4]=[C:5]2[C:10](=[C:11]([O:13][CH3:14])[CH:12]=1)[C:9]([OH:15])=[N:8][CH:7]=[CH:6]2.I[C:17]1[CH:22]=[CH:21][C:20]([O:23][CH3:24])=[CH:19][CH:18]=1.N1CCC[C@H]1C(O)=O.C(=O)([O-])[O-].[K+].[K+]. The catalyst is [Cu]I.O.CS(C)=O. The product is [CH3:1][O:2][C:3]1[CH:4]=[C:5]2[C:10](=[C:11]([O:13][CH3:14])[CH:12]=1)[C:9](=[O:15])[N:8]([C:17]1[CH:22]=[CH:21][C:20]([O:23][CH3:24])=[CH:19][CH:18]=1)[CH:7]=[CH:6]2. The yield is 0.880. (4) The reactants are [CH2:1]([O:4][C:5]1([CH3:50])[CH2:10][CH2:9][N:8]([C:11]2[N:16]3[CH:17]=[C:18]([C:20]4[CH:21]=[C:22]([C:26]5[CH:31]=[C:30]([F:32])[CH:29]=[CH:28][C:27]=5[O:33][C@H:34]([CH2:36]C=C)[CH3:35])[CH:23]=[CH:24][CH:25]=4)[N:19]=[C:15]3[CH:14]=[C:13]([CH3:39])[C:12]=2[C@H:40]([O:45][C:46]([CH3:49])([CH3:48])[CH3:47])[C:41]([O:43][CH3:44])=[O:42])[CH2:7][CH2:6]1)[CH:2]=[CH2:3].C(O[C@@H](C1C(C)=CC2=NC3=CN2C=1N1CCC(C)(OCC=CC[C@H](C)OC2C=C(F)C=CC=2C2C=C3C=CC=2)CC1)C(OC)=O)(C)(C)C. No catalyst specified. The product is [C:46]([O:45][C@@H:40]([C:12]1[C:13]([CH3:39])=[CH:14][C:15]2=[N:19][C:18]3=[CH:17][N:16]2[C:11]=1[N:8]1[CH2:9][CH2:10][C:5]([CH3:50])([O:4][CH2:1][CH:2]=[CH:3][CH2:36][C@H:34]([CH3:35])[O:33][C:27]2[CH:28]=[CH:29][C:30]([F:32])=[CH:31][C:26]=2[C:22]2[CH:21]=[C:20]3[CH:25]=[CH:24][CH:23]=2)[CH2:6][CH2:7]1)[C:41]([O:43][CH3:44])=[O:42])([CH3:49])([CH3:47])[CH3:48]. The yield is 0.930.